Dataset: NCI-60 drug combinations with 297,098 pairs across 59 cell lines. Task: Regression. Given two drug SMILES strings and cell line genomic features, predict the synergy score measuring deviation from expected non-interaction effect. (1) Drug 1: CC1C(C(CC(O1)OC2CC(CC3=C2C(=C4C(=C3O)C(=O)C5=C(C4=O)C(=CC=C5)OC)O)(C(=O)C)O)N)O.Cl. Drug 2: C1=NC2=C(N=C(N=C2N1C3C(C(C(O3)CO)O)F)Cl)N. Cell line: NCI-H322M. Synergy scores: CSS=12.5, Synergy_ZIP=-3.29, Synergy_Bliss=2.15, Synergy_Loewe=0.691, Synergy_HSA=1.68. (2) Drug 1: CCN(CC)CCNC(=O)C1=C(NC(=C1C)C=C2C3=C(C=CC(=C3)F)NC2=O)C. Drug 2: C1CNP(=O)(OC1)N(CCCl)CCCl. Cell line: UO-31. Synergy scores: CSS=-4.21, Synergy_ZIP=1.89, Synergy_Bliss=-1.96, Synergy_Loewe=-2.15, Synergy_HSA=-5.54. (3) Drug 1: CC(CN1CC(=O)NC(=O)C1)N2CC(=O)NC(=O)C2. Drug 2: C1=CC(=CC=C1CC(C(=O)O)N)N(CCCl)CCCl.Cl. Cell line: MDA-MB-435. Synergy scores: CSS=9.41, Synergy_ZIP=-0.921, Synergy_Bliss=7.23, Synergy_Loewe=1.24, Synergy_HSA=1.70. (4) Drug 1: CCN(CC)CCNC(=O)C1=C(NC(=C1C)C=C2C3=C(C=CC(=C3)F)NC2=O)C. Drug 2: C1=NNC2=C1C(=O)NC=N2. Cell line: UACC62. Synergy scores: CSS=9.24, Synergy_ZIP=-3.33, Synergy_Bliss=-3.07, Synergy_Loewe=-0.138, Synergy_HSA=-0.528. (5) Drug 1: CC1=C(C(=CC=C1)Cl)NC(=O)C2=CN=C(S2)NC3=CC(=NC(=N3)C)N4CCN(CC4)CCO. Drug 2: CC1CCCC2(C(O2)CC(NC(=O)CC(C(C(=O)C(C1O)C)(C)C)O)C(=CC3=CSC(=N3)C)C)C. Cell line: MDA-MB-231. Synergy scores: CSS=44.9, Synergy_ZIP=0.774, Synergy_Bliss=0.484, Synergy_Loewe=4.28, Synergy_HSA=5.70.